From a dataset of Peptide-MHC class II binding affinity with 134,281 pairs from IEDB. Regression. Given a peptide amino acid sequence and an MHC pseudo amino acid sequence, predict their binding affinity value. This is MHC class II binding data. (1) The peptide sequence is RSTPASFEKKFIEDT. The MHC is DRB1_0101 with pseudo-sequence DRB1_0101. The binding affinity (normalized) is 0.178. (2) The peptide sequence is KKTFDHTLMSIVSSL. The MHC is DRB3_0101 with pseudo-sequence DRB3_0101. The binding affinity (normalized) is 0.332. (3) The MHC is HLA-DPA10201-DPB10501 with pseudo-sequence HLA-DPA10201-DPB10501. The binding affinity (normalized) is 0.151. The peptide sequence is LVLDFCDDALIEGIT. (4) The peptide sequence is VLEEKLEKEDFTRGK. The MHC is DRB4_0101 with pseudo-sequence DRB4_0103. The binding affinity (normalized) is 0.0990. (5) The peptide sequence is FSSAGGFFTSVGKGI. The MHC is DRB1_0701 with pseudo-sequence DRB1_0701. The binding affinity (normalized) is 0.872. (6) The peptide sequence is LNYRPLLPKDRRMII. The MHC is DRB1_0101 with pseudo-sequence DRB1_0101. The binding affinity (normalized) is 0.374. (7) The peptide sequence is TQLVLSSMVNPLVLS. The MHC is DRB3_0101 with pseudo-sequence DRB3_0101. The binding affinity (normalized) is 0.124. (8) The peptide sequence is AFKVASTAANAAPAN. The MHC is DRB1_0401 with pseudo-sequence DRB1_0401. The binding affinity (normalized) is 0.805.